Task: Predict the reactants needed to synthesize the given product.. Dataset: Full USPTO retrosynthesis dataset with 1.9M reactions from patents (1976-2016) (1) Given the product [Br:1][C:2]1[CH:7]=[CH:6][C:5]([C:8]([N:10]2[CH2:14][CH2:13][C@H:12]([N:21]([CH3:20])[CH2:22][CH:23]([CH3:25])[CH3:24])[CH2:11]2)=[O:9])=[CH:4][CH:3]=1, predict the reactants needed to synthesize it. The reactants are: [Br:1][C:2]1[CH:7]=[CH:6][C:5]([C:8]([N:10]2[CH2:14][CH2:13][C@@H:12](OS(C)(=O)=O)[CH2:11]2)=[O:9])=[CH:4][CH:3]=1.[CH3:20][NH:21][CH2:22][CH:23]([CH3:25])[CH3:24]. (2) Given the product [F:36][C:33]1[CH:34]=[CH:35][C:30]([C:4]([C:6]2[N:7]=[C:8]([C@@H:11]3[CH2:16][N:15]4[CH2:17][CH2:18][CH2:19][C@H:14]4[CH2:13][N:12]3[C:20]([O:22][C:23]([CH3:26])([CH3:25])[CH3:24])=[O:21])[S:9][CH:10]=2)=[O:5])=[CH:31][CH:32]=1, predict the reactants needed to synthesize it. The reactants are: CON(C)[C:4]([C:6]1[N:7]=[C:8]([C@@H:11]2[CH2:16][N:15]3[CH2:17][CH2:18][CH2:19][C@H:14]3[CH2:13][N:12]2[C:20]([O:22][C:23]([CH3:26])([CH3:25])[CH3:24])=[O:21])[S:9][CH:10]=1)=[O:5].Br[Mg][C:30]1[CH:35]=[CH:34][C:33]([F:36])=[CH:32][CH:31]=1.[Cl-].[NH4+].